This data is from Forward reaction prediction with 1.9M reactions from USPTO patents (1976-2016). The task is: Predict the product of the given reaction. (1) The product is: [CH2:9]([NH:5][C:4]1[CH:6]=[CH:7][CH:8]=[C:2]([Br:1])[CH:3]=1)[C:10]1[CH:15]=[CH:14][CH:13]=[CH:12][CH:11]=1. Given the reactants [Br:1][C:2]1[CH:3]=[C:4]([CH:6]=[CH:7][CH:8]=1)[NH2:5].[CH:9](=O)[C:10]1[CH:15]=[CH:14][CH:13]=[CH:12][CH:11]=1.C(O)(=O)C.[BH4-].[Na+], predict the reaction product. (2) Given the reactants Cl.[NH2:2][C@@H:3]([C:6]([CH3:9])([OH:8])[CH3:7])[CH2:4][OH:5].[Si:10](Cl)([C:13]([CH3:16])([CH3:15])[CH3:14])([CH3:12])[CH3:11], predict the reaction product. The product is: [NH4+:2].[OH-:5].[Si:10]([O:8][C:6]([CH3:9])([CH3:7])[C@H:3]([NH2:2])[CH2:4][O:5][Si:10]([C:13]([CH3:16])([CH3:15])[CH3:14])([CH3:12])[CH3:11])([C:13]([CH3:16])([CH3:15])[CH3:14])([CH3:12])[CH3:11]. (3) The product is: [Cl:22][C:16]1[CH:17]=[C:18]([Cl:21])[CH:19]=[CH:20][C:15]=1[CH:13]([CH3:14])[C:12]([C:10]1[CH:9]=[CH:8][N:7]=[C:6]([O:5][CH2:4][C:3]([OH:28])=[O:2])[CH:11]=1)([OH:27])[C:23]([F:25])([F:26])[F:24]. Given the reactants C[O:2][C:3](=[O:28])[CH2:4][O:5][C:6]1[CH:11]=[C:10]([C:12]([OH:27])([C:23]([F:26])([F:25])[F:24])[CH:13]([C:15]2[CH:20]=[CH:19][C:18]([Cl:21])=[CH:17][C:16]=2[Cl:22])[CH3:14])[CH:9]=[CH:8][N:7]=1.[OH-].[Na+].Cl, predict the reaction product. (4) Given the reactants FC(F)(F)C([N:5]1[CH2:10][CH2:9][N:8]([C:11]([C:13]2[S:14][CH:15]=[CH:16][N:17]=2)=[O:12])[CH2:7][CH2:6]1)=O.C([O-])([O-])=O.[K+].[K+], predict the reaction product. The product is: [N:8]1([C:11]([C:13]2[S:14][CH:15]=[CH:16][N:17]=2)=[O:12])[CH2:7][CH2:6][NH:5][CH2:10][CH2:9]1. (5) Given the reactants Br[C:2]1[C:3](=[O:19])[CH2:4][C:5]2([CH2:17][CH3:18])[CH2:14][CH2:13][C:12]3[C:7](=[CH:8][CH:9]=[C:10]([O:15][CH3:16])[CH:11]=3)[C:6]=12.[C:20]1([As](C2C=CC=CC=2)C2C=CC=CC=2)C=CC=C[CH:21]=1.O.C([O-])([O-])=O.[Cs+].[Cs+].C(B(CC)CC)C, predict the reaction product. The product is: [CH2:20]([C:2]1[C:3](=[O:19])[CH2:4][C:5]2([CH2:17][CH3:18])[CH2:14][CH2:13][C:12]3[C:7](=[CH:8][CH:9]=[C:10]([O:15][CH3:16])[CH:11]=3)[C:6]=12)[CH3:21].